Predict the reactants needed to synthesize the given product. From a dataset of Full USPTO retrosynthesis dataset with 1.9M reactions from patents (1976-2016). (1) Given the product [CH2:1]([O:8][N:9]([CH2:12][CH:13]1[CH:17]([CH2:18][CH2:19][CH2:20][CH3:21])[CH2:16][N:15]([C:33]([C:34]2[CH:39]=[CH:38][CH:37]=[CH:36][CH:35]=2)=[O:40])[C:14]1=[O:22])[CH:10]=[O:11])[C:2]1[CH:7]=[CH:6][CH:5]=[CH:4][CH:3]=1, predict the reactants needed to synthesize it. The reactants are: [CH2:1]([O:8][N:9]([CH2:12][CH:13]1[CH:17]([CH2:18][CH2:19][CH2:20][CH3:21])[CH2:16][NH:15][C:14]1=[O:22])[CH:10]=[O:11])[C:2]1[CH:7]=[CH:6][CH:5]=[CH:4][CH:3]=1.C[Si]([N-][Si](C)(C)C)(C)C.[Li+].[C:33](Cl)(=[O:40])[C:34]1[CH:39]=[CH:38][CH:37]=[CH:36][CH:35]=1. (2) Given the product [Cl:57][C:51]1[CH:52]=[C:53]([C:68]2[CH:67]=[C:66]([CH:71]=[CH:70][CH:69]=2)[C:64]([O:63][CH3:62])=[O:65])[CH:54]=[CH:55][C:50]=1[O:49][C@@H:36]1[C@@H:35]([OH:16])[C@@H:34]([OH:33])[C@H:39]([OH:40])[C@@H:38]([CH2:44][OH:45])[O:37]1, predict the reactants needed to synthesize it. The reactants are: CNC(=O)C1C=CC=C(C2C=CC([O:16][C@@H]3[C@@H](O)[C@@H](O)[C@H](O)[C@@H](CO)O3)=C(C)C=2)C=1.C([O:33][C@@H:34]1[C@@H:39]([O:40]C(=O)C)[C@@H:38]([CH2:44][O:45]C(=O)C)[O:37][C@H:36]([O:49][C:50]2[CH:55]=[CH:54][C:53](Br)=[CH:52][C:51]=2[Cl:57])[C@H:35]1CC([O-])=O)(=O)C.[CH3:62][O:63][C:64]([C:66]1[CH:67]=[C:68](B(O)O)[CH:69]=[CH:70][CH:71]=1)=[O:65].